From a dataset of Full USPTO retrosynthesis dataset with 1.9M reactions from patents (1976-2016). Predict the reactants needed to synthesize the given product. (1) The reactants are: [NH:1]([C:9]([O:11][C:12]([CH3:15])([CH3:14])[CH3:13])=[O:10])[C@H:2]([C:6]([OH:8])=O)[CH:3]([CH3:5])[CH3:4].CCN(C(C)C)C(C)C.CN(C(ON1N=NC2C=CC=NC1=2)=[N+](C)C)C.F[P-](F)(F)(F)(F)F.[CH2:49]([O:56][C:57]([N:59]1[CH2:64][CH2:63][NH:62][CH2:61][CH2:60]1)=[O:58])[C:50]1[CH:55]=[CH:54][CH:53]=[CH:52][CH:51]=1. Given the product [CH2:49]([O:56][C:57]([N:59]1[CH2:64][CH2:63][N:62]([C:6](=[O:8])[C@@H:2]([NH:1][C:9]([O:11][C:12]([CH3:15])([CH3:14])[CH3:13])=[O:10])[CH:3]([CH3:4])[CH3:5])[CH2:61][CH2:60]1)=[O:58])[C:50]1[CH:55]=[CH:54][CH:53]=[CH:52][CH:51]=1, predict the reactants needed to synthesize it. (2) Given the product [C:1]([C:5]1([C:20]2[CH:19]=[CH:18][CH:17]=[CH:16][CH:15]=2)[CH:10]=[C:9]([C:52]([CH3:58])([CH3:57])[CH3:53])[CH:8]=[C:7]([C:41]([CH3:40])([CH3:36])[CH3:43])[CH2:6]1)([CH3:4])([CH3:3])[CH3:2], predict the reactants needed to synthesize it. The reactants are: [C:1]([C:5]1[CH:10]=[CH:9][CH:8]=[CH:7][C:6]=1B(O)O)([CH3:4])([CH3:3])[CH3:2].Br[C:15]1[C:16](Br)=[C:17](Br)[CH:18]=[CH:19][CH:20]=1.C1(P([CH:36]2[CH2:41][CH2:40]CCC2)C2CCCCC2)CCCCC1.[OH-].[CH2:43]([N+](CC)(CC)CC)C.[C:52]1([CH3:58])[CH:57]=CC=C[CH:53]=1. (3) Given the product [CH3:6][C:2]([C:7]1[CH:8]=[CH:9][CH:10]=[CH:11][CH:12]=1)([CH3:1])[C:3](=[O:5])[CH2:4][O:24][S:22]([C:25]1[CH:31]=[CH:30][C:28]([CH3:29])=[CH:27][CH:26]=1)(=[O:21])=[O:23], predict the reactants needed to synthesize it. The reactants are: [CH3:1][C:2]([C:7]1[CH:12]=[CH:11][CH:10]=[CH:9][CH:8]=1)([CH3:6])[C:3](=[O:5])[CH3:4].OC1C([O:21][S:22]([C:25]2[CH:31]=[CH:30][C:28]([CH3:29])=[CH:27][CH:26]=2)(=[O:24])=[O:23])=C(I)C=CC=1. (4) The reactants are: [CH2:1]=[C:2]([C:4]1[C:5]([N:33]2[CH2:38][CH2:37][CH2:36][C@H:35]([NH:39][C:40](=[O:46])[O:41][C:42]([CH3:45])([CH3:44])[CH3:43])[CH2:34]2)=[N:6][C:7]([C:10]2[C:18]3[C:13](=[CH:14][N:15]=[C:16]([C:19]4[CH:20]=[N:21][CH:22]=[CH:23][CH:24]=4)[CH:17]=3)[N:12]([CH2:25][O:26][CH2:27][CH2:28][Si:29]([CH3:32])([CH3:31])[CH3:30])[N:11]=2)=[CH:8][CH:9]=1)[CH3:3].[H][H]. Given the product [CH:2]([C:4]1[C:5]([N:33]2[CH2:38][CH2:37][CH2:36][C@H:35]([NH:39][C:40](=[O:46])[O:41][C:42]([CH3:43])([CH3:45])[CH3:44])[CH2:34]2)=[N:6][C:7]([C:10]2[C:18]3[C:13](=[CH:14][N:15]=[C:16]([C:19]4[CH:20]=[N:21][CH:22]=[CH:23][CH:24]=4)[CH:17]=3)[N:12]([CH2:25][O:26][CH2:27][CH2:28][Si:29]([CH3:32])([CH3:30])[CH3:31])[N:11]=2)=[CH:8][CH:9]=1)([CH3:3])[CH3:1], predict the reactants needed to synthesize it.